This data is from Full USPTO retrosynthesis dataset with 1.9M reactions from patents (1976-2016). The task is: Predict the reactants needed to synthesize the given product. (1) Given the product [CH2:1]([O:8][C:9]([N:11]1[CH2:12][CH2:13][CH:14]([C:17]2[N:37]3[CH:38]=[CH:39][N:40]=[C:41]([Cl:42])[C:36]3=[C:19]([C:20]3[CH:29]=[C:28]4[C:23]([CH:24]=[CH:25][C:26]([C:30]5[CH:35]=[CH:34][CH:33]=[CH:32][CH:31]=5)=[N:27]4)=[CH:22][CH:21]=3)[N:18]=2)[CH2:15][CH2:16]1)=[O:10])[C:2]1[CH:7]=[CH:6][CH:5]=[CH:4][CH:3]=1, predict the reactants needed to synthesize it. The reactants are: [CH2:1]([O:8][C:9]([N:11]1[CH2:16][CH2:15][CH:14]([C:17](=O)[NH:18][CH:19]([C:36]2[C:41]([Cl:42])=[N:40][CH:39]=[CH:38][N:37]=2)[C:20]2[CH:29]=[C:28]3[C:23]([CH:24]=[CH:25][C:26]([C:30]4[CH:35]=[CH:34][CH:33]=[CH:32][CH:31]=4)=[N:27]3)=[CH:22][CH:21]=2)[CH2:13][CH2:12]1)=[O:10])[C:2]1[CH:7]=[CH:6][CH:5]=[CH:4][CH:3]=1.CN(C=O)C.O=P(Cl)(Cl)Cl. (2) Given the product [ClH:20].[Cl:20][C:21]1[CH:22]=[C:23]([NH:33][C:14]([C:12]2[CH:11]=[N:10][N:9]([C:7]3[CH:6]=[N:5][CH:4]=[C:3]([C:2]([F:1])([F:18])[F:17])[N:8]=3)[CH:13]=2)=[O:16])[CH:24]=[CH:25][C:26]=1[C@@H:27]1[O:32][CH2:31][CH2:30][NH:29][CH2:28]1, predict the reactants needed to synthesize it. The reactants are: [F:1][C:2]([F:18])([F:17])[C:3]1[N:8]=[C:7]([N:9]2[CH:13]=[C:12]([C:14]([OH:16])=O)[CH:11]=[N:10]2)[CH:6]=[N:5][CH:4]=1.Cl.[Cl:20][C:21]1[CH:22]=[C:23]([NH:33]C(=O)C2C=CN=C(OCC)C=2)[CH:24]=[CH:25][C:26]=1[C@H:27]1[O:32][CH2:31][CH2:30][NH:29][CH2:28]1. (3) The reactants are: [CH2:1]([O:8][C:9]1[CH:24]=[CH:23][C:12]([C:13]([NH:15]OC=CC(OC)=O)=[NH:14])=[C:11]([F:25])[CH:10]=1)[C:2]1[CH:7]=[CH:6][CH:5]=[CH:4][CH:3]=1.[CH3:26]CCCCC.[C:32]([O:35][CH2:36]C)(=[O:34])[CH3:33]. Given the product [CH2:1]([O:8][C:9]1[CH:24]=[CH:23][C:12]([C:13]2[NH:14][CH:26]=[C:33]([C:32]([O:35][CH3:36])=[O:34])[N:15]=2)=[C:11]([F:25])[CH:10]=1)[C:2]1[CH:3]=[CH:4][CH:5]=[CH:6][CH:7]=1, predict the reactants needed to synthesize it. (4) Given the product [NH2:7][CH2:8][CH:9]1[CH2:14][CH2:13][CH2:12][N:11]([CH2:15][CH:16]([C:18]2[C:27]([Cl:28])=[CH:26][CH:25]=[C:24]3[C:19]=2[N:20]=[C:21]([O:29][CH3:30])[CH:22]=[N:23]3)[OH:17])[CH2:10]1, predict the reactants needed to synthesize it. The reactants are: C(OC(=O)[NH:7][CH2:8][CH:9]1[CH2:14][CH2:13][CH2:12][N:11]([CH2:15][CH:16]([C:18]2[C:27]([Cl:28])=[CH:26][CH:25]=[C:24]3[C:19]=2[N:20]=[C:21]([O:29][CH3:30])[CH:22]=[N:23]3)[OH:17])[CH2:10]1)(C)(C)C.C(O)(C(F)(F)F)=O.[OH-].[Na+]. (5) Given the product [F:16][CH2:15][C:11]1[N:10]=[C:9]([C:18]#[C:17][CH2:22][CH2:21][C:38]2[N:37]([CH3:36])[C:41]3[CH:42]=[CH:43][CH:44]=[CH:45][C:40]=3[N:39]=2)[CH:14]=[CH:13][CH:12]=1, predict the reactants needed to synthesize it. The reactants are: C(N(CC)CC)C.Br[C:9]1[CH:14]=[CH:13][CH:12]=[C:11]([CH2:15][F:16])[N:10]=1.[C:17]1(P([C:17]2[CH:18]=CC=[CH:21][CH:22]=2)[C:17]2[CH:18]=CC=[CH:21][CH:22]=2)[CH:22]=[CH:21]C=C[CH:18]=1.[CH3:36][N:37]1[C:41]2[CH:42]=[CH:43][CH:44]=[CH:45][C:40]=2[N:39]=[CH:38]1.